This data is from Catalyst prediction with 721,799 reactions and 888 catalyst types from USPTO. The task is: Predict which catalyst facilitates the given reaction. (1) Reactant: [NH2:1][C:2]1[CH:9]=[CH:8][C:5]([CH2:6][NH2:7])=[CH:4][CH:3]=1.[CH3:10][C:11]([O:14][C:15](O[C:15]([O:14][C:11]([CH3:13])([CH3:12])[CH3:10])=[O:16])=[O:16])([CH3:13])[CH3:12].CCN(CC)CC. The catalyst class is: 21. Product: [C:11]([O:14][C:15](=[O:16])[NH:7][CH2:6][C:5]1[CH:8]=[CH:9][C:2]([NH2:1])=[CH:3][CH:4]=1)([CH3:13])([CH3:12])[CH3:10]. (2) Product: [CH2:30]([N:8]([CH2:1][C:2]1[CH:7]=[CH:6][CH:5]=[CH:4][CH:3]=1)[C:9]1[C:10]([F:29])=[C:11]([C:16]2[C:17]([C:18]3[CH:23]=[CH:22][N:21]=[CH:20][CH:19]=3)=[C:24]([SH:27])[NH:38][N:39]=2)[C:12]([F:15])=[CH:13][CH:14]=1)[C:31]1[CH:32]=[CH:33][CH:34]=[CH:35][CH:36]=1. Reactant: [CH2:1]([N:8]([CH2:30][C:31]1[CH:36]=[CH:35][CH:34]=[CH:33][CH:32]=1)[C:9]1[C:10]([F:29])=[C:11]([C:16](=O)[C:17](=[C:24]2[S:27]CS2)[C:18]2[CH:23]=[CH:22][N:21]=[CH:20][CH:19]=2)[C:12]([F:15])=[CH:13][CH:14]=1)[C:2]1[CH:7]=[CH:6][CH:5]=[CH:4][CH:3]=1.O.[NH2:38][NH2:39]. The catalyst class is: 8. (3) Reactant: [F:1][C:2]1[CH:3]=[C:4]([C:10]2[N:14]([C:15]3[CH:20]=[CH:19][C:18]([S:21][CH3:22])=[CH:17][CH:16]=3)[N:13]=[C:12]([C:23]([F:26])([F:25])[F:24])[CH:11]=2)[CH:5]=[CH:6][C:7]=1[O:8][CH3:9].ClC1C=CC=C(C(OO)=[O:35])C=1. Product: [F:1][C:2]1[CH:3]=[C:4]([C:10]2[N:14]([C:15]3[CH:16]=[CH:17][C:18]([S:21]([CH3:22])=[O:35])=[CH:19][CH:20]=3)[N:13]=[C:12]([C:23]([F:26])([F:24])[F:25])[CH:11]=2)[CH:5]=[CH:6][C:7]=1[O:8][CH3:9]. The catalyst class is: 22. (4) Reactant: Br[C:2]1[C:10]2[O:9][C:8]([C:11]3[CH:16]=[CH:15][C:14]([O:17][CH3:18])=[CH:13][CH:12]=3)=[N:7][C:6]=2[CH:5]=[C:4]([O:19][CH3:20])[CH:3]=1.[Cu][C:22]#[N:23].C(N(CC(O)=O)CC(O)=O)CN(CC(O)=O)CC(O)=O. Product: [CH3:20][O:19][C:4]1[CH:3]=[C:2]([C:22]#[N:23])[C:10]2[O:9][C:8]([C:11]3[CH:16]=[CH:15][C:14]([O:17][CH3:18])=[CH:13][CH:12]=3)=[N:7][C:6]=2[CH:5]=1. The catalyst class is: 9. (5) Reactant: [C:1]([C:4]1[CH:9]=[C:8]([O:10][CH3:11])[CH:7]=[CH:6][C:5]=1[CH:12](C(O)=O)[C:13]([OH:15])=[O:14])([OH:3])=[O:2]. Product: [C:13]([CH2:12][C:5]1[CH:6]=[CH:7][C:8]([O:10][CH3:11])=[CH:9][C:4]=1[C:1]([OH:3])=[O:2])([OH:15])=[O:14]. The catalyst class is: 11. (6) Reactant: C[O:2][C:3](=[O:22])[C:4]1[CH:16]=[C:15]([C:17](=[O:21])[C:18]([CH3:20])=[CH2:19])[CH:14]=[C:6]([C:7]([N:9]([CH3:13])[CH2:10][CH2:11][CH3:12])=[O:8])[CH:5]=1.[OH-].[Na+]. Product: [CH3:13][N:9]([CH2:10][CH2:11][CH3:12])[C:7](=[O:8])[C:6]1[CH:5]=[C:4]([CH:16]=[C:15]([C:17](=[O:21])[C:18]([CH3:20])=[CH2:19])[CH:14]=1)[C:3]([OH:22])=[O:2]. The catalyst class is: 5. (7) Reactant: [CH2:1]([O:8][C:9]1[CH:10]=[C:11]([C:23]2[O:24][C:25]3[C:30]([C:31](=[O:34])[C:32]=2[OH:33])=[CH:29][CH:28]=[CH:27][CH:26]=3)[CH:12]=[CH:13][C:14]=1[O:15][CH2:16][C:17]1[CH:22]=[CH:21][CH:20]=[CH:19][CH:18]=1)[C:2]1[CH:7]=[CH:6][CH:5]=[CH:4][CH:3]=1.C([O-])([O-])=O.[K+].[K+].[CH2:41](Br)[C:42]1[CH:47]=[CH:46][CH:45]=[CH:44][CH:43]=1. Product: [CH2:41]([O:33][C:32]1[C:31](=[O:34])[C:30]2[C:25](=[CH:26][CH:27]=[CH:28][CH:29]=2)[O:24][C:23]=1[C:11]1[CH:12]=[CH:13][C:14]([O:15][CH2:16][C:17]2[CH:22]=[CH:21][CH:20]=[CH:19][CH:18]=2)=[C:9]([O:8][CH2:1][C:2]2[CH:7]=[CH:6][CH:5]=[CH:4][CH:3]=2)[CH:10]=1)[C:42]1[CH:47]=[CH:46][CH:45]=[CH:44][CH:43]=1. The catalyst class is: 3.